From a dataset of Forward reaction prediction with 1.9M reactions from USPTO patents (1976-2016). Predict the product of the given reaction. Given the reactants [CH:1]1([C:4]2[NH:8][N:7]=[C:6]([NH:9][C:10]3[CH:15]=[CH:14][N:13]=[C:12]([NH:16]CC4C5C=NN(S(C6C=CC(C)=CC=6)(=O)=O)C=5C=CN=4)[N:11]=3)[CH:5]=2)[CH2:3][CH2:2]1.[OH-].[Na+], predict the reaction product. The product is: [CH:1]1([C:4]2[NH:8][N:7]=[C:6]([NH:9][C:10]3[CH:15]=[CH:14][N:13]=[C:12]([NH2:16])[N:11]=3)[CH:5]=2)[CH2:3][CH2:2]1.